This data is from Full USPTO retrosynthesis dataset with 1.9M reactions from patents (1976-2016). The task is: Predict the reactants needed to synthesize the given product. (1) Given the product [F:50][C:51]1[CH:56]=[C:55]([C:57]([F:60])([F:58])[F:59])[CH:54]=[CH:53][C:52]=1[C:61]1[C:62]2[CH2:69][CH2:68][CH:67]([CH2:70][C:71]([N:16]([CH3:17])[CH3:15])=[O:72])[C:63]=2[CH:64]=[N:65][CH:66]=1, predict the reactants needed to synthesize it. The reactants are: FC1C=C(C2C3CCC(CC(NC)=O)C=3[CH:15]=[N:16][CH:17]=2)C=CC=1C(F)(F)F.FC1C=C(C2C3C(CC(O)=O)CCC=3C=NC=2)C=CC=1C(F)(F)F.[F:50][C:51]1[CH:56]=[C:55]([C:57]([F:60])([F:59])[F:58])[CH:54]=[CH:53][C:52]=1[C:61]1[C:62]2[CH2:69][CH2:68][CH:67]([CH2:70][C:71](O)=[O:72])[C:63]=2[CH:64]=[N:65][CH:66]=1.FC1C=C(C(F)(F)F)C=CC=1C1C2C(CC(O)=O)CCC=2C=NC=1.CN.CNC. (2) The reactants are: C(=O)([O-])[O-].[K+].[K+].C([O:10][CH2:11][CH2:12][CH2:13][CH2:14][C:15]1[N:16]([CH2:43][CH2:44][CH3:45])[N:17]=[C:18]2[C:27]=1[C:26]1[CH:25]=[CH:24][CH:23]=[CH:22][C:21]=1[N:20]=[C:19]2[N:28]([C:36]([O:38][C:39]([CH3:42])([CH3:41])[CH3:40])=[O:37])[C:29]([O:31][C:32]([CH3:35])([CH3:34])[CH3:33])=[O:30])(=O)C. Given the product [OH:10][CH2:11][CH2:12][CH2:13][CH2:14][C:15]1[N:16]([CH2:43][CH2:44][CH3:45])[N:17]=[C:18]2[C:27]=1[C:26]1[CH:25]=[CH:24][CH:23]=[CH:22][C:21]=1[N:20]=[C:19]2[N:28]([C:36]([O:38][C:39]([CH3:42])([CH3:41])[CH3:40])=[O:37])[C:29]([O:31][C:32]([CH3:35])([CH3:34])[CH3:33])=[O:30], predict the reactants needed to synthesize it. (3) Given the product [CH3:1][C:2]1[C:6]([C:7]2[C:16]3[C:11](=[CH:12][CH:13]=[CH:14][CH:15]=3)[CH:10]=[CH:9][CH:8]=2)=[C:5]([S:17][CH2:18][C:19]([OH:21])=[O:20])[O:4][N:3]=1, predict the reactants needed to synthesize it. The reactants are: [CH3:1][C:2]1[C:6]([C:7]2[C:16]3[C:11](=[CH:12][CH:13]=[CH:14][CH:15]=3)[CH:10]=[CH:9][CH:8]=2)=[C:5]([S:17][CH2:18][C:19]([O:21]CC)=[O:20])[O:4][N:3]=1.[OH-].[Na+]. (4) Given the product [NH2:16][C:15]1[CH:14]=[CH:13][C:12]([C:19]2[CH:24]=[CH:23][C:22]([S:25]([CH3:26])=[O:32])=[CH:21][CH:20]=2)=[CH:11][C:10]=1[NH:9][C:7](=[O:8])[C:6]1[CH:27]=[CH:28][C:3]([O:2][CH3:1])=[CH:4][CH:5]=1, predict the reactants needed to synthesize it. The reactants are: [CH3:1][O:2][C:3]1[CH:28]=[CH:27][C:6]([C:7]([NH:9][C:10]2[CH:11]=[C:12]([C:19]3[CH:24]=[CH:23][C:22]([S:25][CH3:26])=[CH:21][CH:20]=3)[CH:13]=[CH:14][C:15]=2[N+:16]([O-])=O)=[O:8])=[CH:5][CH:4]=1.C([OH:32])(C)C. (5) Given the product [F:25][C:26]1[CH:27]=[C:28]([CH:31]=[CH:32][CH:33]=1)[CH2:29][S:24][C:22]1[O:23][C:19]([C:16]2[CH:17]=[CH:18][C:13]3[O:12][CH:11]=[C:10]([C:7]4[CH:6]=[CH:5][C:4]([S:2]([CH3:1])=[O:3])=[CH:9][CH:8]=4)[C:14]=3[CH:15]=2)=[N:20][N:21]=1, predict the reactants needed to synthesize it. The reactants are: [CH3:1][S:2]([C:4]1[CH:9]=[CH:8][C:7]([C:10]2[C:14]3[CH:15]=[C:16]([C:19]4[O:23][C:22]([SH:24])=[N:21][N:20]=4)[CH:17]=[CH:18][C:13]=3[O:12][CH:11]=2)=[CH:6][CH:5]=1)=[O:3].[F:25][C:26]1[CH:27]=[C:28]([CH:31]=[CH:32][CH:33]=1)[CH2:29]Br.